This data is from Full USPTO retrosynthesis dataset with 1.9M reactions from patents (1976-2016). The task is: Predict the reactants needed to synthesize the given product. (1) Given the product [Cl:52][C:48]1[CH:47]=[C:46]([C@@H:44]([NH:43][C:41](=[O:42])/[CH:40]=[CH:39]/[C@:23]23[CH2:35][CH2:34][C:33]([CH:36]([CH3:38])[CH3:37])=[C:24]2[C@@H:25]2[C@@:20]([CH3:53])([CH2:21][CH2:22]3)[C@@:19]3([CH3:54])[C@@H:28]([C@:29]4([CH3:32])[C@@H:16]([CH2:17][CH2:18]3)[C:15]([CH3:55])([CH3:56])[C@@H:14]([O:13][C:11](=[O:12])[CH2:10][C:2]([CH3:1])([CH3:57])[C:3]([OH:5])=[O:4])[CH2:31][CH2:30]4)[CH2:27][CH2:26]2)[CH3:45])[CH:51]=[CH:50][CH:49]=1, predict the reactants needed to synthesize it. The reactants are: [CH3:1][C:2]([CH3:57])([CH2:10][C:11]([O:13][C@H:14]1[CH2:31][CH2:30][C@@:29]2([CH3:32])[C@@H:16]([CH2:17][CH2:18][C@:19]3([CH3:54])[C@@H:28]2[CH2:27][CH2:26][C@H:25]2[C@@:20]3([CH3:53])[CH2:21][CH2:22][C@@:23]3(/[CH:39]=[CH:40]/[C:41]([NH:43][C@H:44]([C:46]4[CH:51]=[CH:50][CH:49]=[C:48]([Cl:52])[CH:47]=4)[CH3:45])=[O:42])[CH2:35][CH2:34][C:33]([CH:36]([CH3:38])[CH3:37])=[C:24]32)[C:15]1([CH3:56])[CH3:55])=[O:12])[C:3]([O:5]C(C)(C)C)=[O:4].C(O)(C(F)(F)F)=O. (2) The reactants are: [Br-].[Br:2][C:3]1[S:7][C:6]([Zn+])=[CH:5][CH:4]=1.[CH3:9][N:10]1[C@H:14]2[C@@H:15]([C:25]([O:27][CH3:28])=[O:26])[C@@H:16]([C:18]3[CH:23]=[CH:22][C:21](I)=[CH:20][CH:19]=3)[CH2:17][C@@H:11]1[CH2:12][CH2:13]2. Given the product [CH3:28][O:27][C:25]([C@H:15]1[C@@H:16]([C:18]2[CH:23]=[CH:22][C:21]([C:6]3[S:7][C:3]([Br:2])=[CH:4][CH:5]=3)=[CH:20][CH:19]=2)[CH2:17][C@H:11]2[N:10]([CH3:9])[C@@H:14]1[CH2:13][CH2:12]2)=[O:26], predict the reactants needed to synthesize it. (3) The reactants are: [NH2:1][C:2]1[C:11]2=[CH:12][N:13]([C@@H:15]3[O:21][C@H:20]([CH2:22][OH:23])[C@@H:18]([OH:19])[C@@:16]3(C)[OH:17])[N:14]=[C:9]3[C:10]2=[C:4]([C:5](=[O:25])[NH:6][N:7]=[CH:8]3)[CH:3]=1. Given the product [NH2:1][C:2]1[C:11]2=[CH:12][N:13]([C@@H:15]3[O:21][C@H:20]([CH2:22][O:23][C:5](=[O:25])[CH3:4])[C@@H:18]([O:19][C:18](=[O:19])[CH2:20][CH3:22])[C@H:16]3[O:17][C:16](=[O:17])[CH3:15])[N:14]=[C:9]3[C:10]2=[C:4]([C:5](=[O:25])[NH:6][N:7]=[CH:8]3)[CH:3]=1, predict the reactants needed to synthesize it. (4) Given the product [CH3:5][S:6]([C:9]1[CH:10]=[CH:11][C:12]([C:15]2[C:16]([C:24]3[CH:25]=[CH:26][C:27]([OH:30])=[CH:28][CH:29]=3)=[N:17][N:18]3[C:23]=2[CH:22]=[CH:21][CH:20]=[N:19]3)=[CH:13][CH:14]=1)(=[O:7])=[O:8], predict the reactants needed to synthesize it. The reactants are: B(Br)(Br)Br.[CH3:5][S:6]([C:9]1[CH:14]=[CH:13][C:12]([C:15]2[C:16]([C:24]3[CH:29]=[CH:28][C:27]([O:30]C)=[CH:26][CH:25]=3)=[N:17][N:18]3[C:23]=2[CH:22]=[CH:21][CH:20]=[N:19]3)=[CH:11][CH:10]=1)(=[O:8])=[O:7].C(=O)([O-])[O-].[K+].[K+].Cl. (5) Given the product [CH2:2]1[C:3]2[CH:4]=[CH:5][C:6]3[C:11](=[N:10][CH:9]=[CH:8][CH:7]=3)[C:12]=2[NH:13][S:19](=[O:21])(=[O:20])[NH:1]1, predict the reactants needed to synthesize it. The reactants are: [NH2:1][CH2:2][C:3]1[C:12]([NH2:13])=[C:11]2[C:6]([CH:7]=[CH:8][CH:9]=[N:10]2)=[CH:5][CH:4]=1.N1([S:19](N2C=C[N+](C)=C2)(=[O:21])=[O:20])C=CN=C1.FC(F)(F)S([O-])(=O)=O.